From a dataset of Reaction yield outcomes from USPTO patents with 853,638 reactions. Predict the reaction yield, written as a fraction of the theoretical maximum amount of product (1.0 means a 100% yield; for example, 0.34 means a 34% yield). The reactants are [Br:1][C:2]1[CH:3]=[C:4]([CH2:8]O)[CH:5]=[N:6][CH:7]=1.[C:10]1(=[O:20])[NH:14][C:13](=[O:15])[C:12]2=[CH:16][CH:17]=[CH:18][CH:19]=[C:11]12.C1C=CC(P(C2C=CC=CC=2)C2C=CC=CC=2)=CC=1.CCOC(/N=N/C(OCC)=O)=O. The catalyst is C1COCC1. The product is [Br:1][C:2]1[CH:3]=[C:4]([CH2:8][N:14]2[C:10](=[O:20])[C:11]3[C:12](=[CH:16][CH:17]=[CH:18][CH:19]=3)[C:13]2=[O:15])[CH:5]=[N:6][CH:7]=1. The yield is 0.823.